Dataset: Forward reaction prediction with 1.9M reactions from USPTO patents (1976-2016). Task: Predict the product of the given reaction. Given the reactants [CH3:1][O:2][C:3](=[O:13])[C:4]1[CH:9]=[CH:8][C:7]([CH2:10]Br)=[C:6]([Br:12])[CH:5]=1.[C:14]([Si:18]([CH3:32])([CH3:31])[O:19][CH:20]([C:23]1[C:28]([CH3:29])=[CH:27][CH:26]=[CH:25][C:24]=1[Cl:30])[C:21]#[N:22])([CH3:17])([CH3:16])[CH3:15], predict the reaction product. The product is: [CH3:1][O:2][C:3](=[O:13])[C:4]1[CH:9]=[CH:8][C:7]([CH2:10][C:20]([O:19][Si:18]([C:14]([CH3:17])([CH3:16])[CH3:15])([CH3:32])[CH3:31])([C:23]2[C:28]([CH3:29])=[CH:27][CH:26]=[CH:25][C:24]=2[Cl:30])[C:21]#[N:22])=[C:6]([Br:12])[CH:5]=1.